This data is from Reaction yield outcomes from USPTO patents with 853,638 reactions. The task is: Predict the reaction yield, written as a fraction of the theoretical maximum amount of product (1.0 means a 100% yield; for example, 0.34 means a 34% yield). (1) The reactants are [CH2:1]([C:3]1[CH:8]=[C:7]([N+:9]([O-])=O)[C:6]([O:12][CH3:13])=[CH:5][C:4]=1[N:14]1[CH2:19][CH2:18][CH:17]([N:20]2[CH2:25][CH2:24][N:23]([S:26]([CH3:29])(=[O:28])=[O:27])[CH2:22][CH2:21]2)[CH2:16][CH2:15]1)[CH3:2]. The catalyst is CCOC(C)=O.[Pt]. The product is [CH2:1]([C:3]1[C:4]([N:14]2[CH2:19][CH2:18][CH:17]([N:20]3[CH2:21][CH2:22][N:23]([S:26]([CH3:29])(=[O:27])=[O:28])[CH2:24][CH2:25]3)[CH2:16][CH2:15]2)=[CH:5][C:6]([O:12][CH3:13])=[C:7]([CH:8]=1)[NH2:9])[CH3:2]. The yield is 0.460. (2) The reactants are [NH4+:1].[Cl-].[Br:3][C:4]1[C:5]([F:22])=[CH:6][C:7]([F:21])=[C:8]([C:10]2([CH3:20])[NH:15][C:14](=S)[CH2:13][N:12]3[N:17]=[CH:18][CH:19]=[C:11]23)[CH:9]=1. The catalyst is N.CCO. The product is [Br:3][C:4]1[C:5]([F:22])=[CH:6][C:7]([F:21])=[C:8]([C:10]2([CH3:20])[NH:15][C:14]([NH2:1])=[CH:13][N:12]3[N:17]=[CH:18][CH:19]=[C:11]23)[CH:9]=1. The yield is 0.780. (3) The reactants are [NH2:1][C:2]1[CH:7]=[CH:6][C:5]([C@H:8]([CH3:12])[C:9]([OH:11])=[O:10])=[CH:4][CH:3]=1.[C:13](=[O:16])([O-])[O-:14].[Na+].[Na+]. The catalyst is O1CCOCC1.O. The product is [C:5]([O:14][C:13]([NH:1][C:2]1[CH:3]=[CH:4][C:5]([C@H:8]([CH3:12])[C:9]([OH:11])=[O:10])=[CH:6][CH:7]=1)=[O:16])([CH3:8])([CH3:6])[CH3:4]. The yield is 0.940.